From a dataset of Forward reaction prediction with 1.9M reactions from USPTO patents (1976-2016). Predict the product of the given reaction. (1) Given the reactants [Cl:1][C:2]1[CH:3]=[CH:4][C:5]([OH:22])=[C:6]2[C:11]=1[NH:10][C:9](=[O:12])[C:8]([CH2:13][C:14]1[CH:19]=[CH:18][C:17]([Cl:20])=[CH:16][CH:15]=1)=[C:7]2[CH3:21].CN(C)C=O.[H-].[Na+].[CH3:30][O:31][C:32](=[O:37])[C:33](Br)([CH3:35])[CH3:34], predict the reaction product. The product is: [CH3:30][O:31][C:32](=[O:37])[C:33]([O:22][C:5]1[CH:4]=[CH:3][C:2]([Cl:1])=[C:11]2[C:6]=1[C:7]([CH3:21])=[C:8]([CH2:13][C:14]1[CH:19]=[CH:18][C:17]([Cl:20])=[CH:16][CH:15]=1)[C:9](=[O:12])[NH:10]2)([CH3:35])[CH3:34]. (2) Given the reactants Br[C:2]1[CH:3]=[C:4]2[C:8](=[CH:9][CH:10]=1)[C:7](=[N:11][OH:12])[CH2:6][CH2:5]2.[C:13]([C:15]1[CH:16]=[C:17](B(O)O)[CH:18]=[CH:19][CH:20]=1)#[N:14].C(=O)([O-])[O-].[Na+].[Na+], predict the reaction product. The product is: [OH:12]/[N:11]=[C:7]1\[CH2:6][CH2:5][C:4]2[C:8]\1=[CH:9][CH:10]=[C:2]([C:19]1[CH:20]=[C:15]([CH:16]=[CH:17][CH:18]=1)[C:13]#[N:14])[CH:3]=2. (3) Given the reactants Cl.[CH3:2][O:3][C:4]1[CH:5]=[C:6]2[C:10](=[CH:11][C:12]=1[O:13][CH3:14])[C:9](=O)[CH2:8][CH:7]2[CH3:16], predict the reaction product. The product is: [CH3:14][O:13][C:12]1[CH:11]=[C:10]2[C:6](=[CH:5][C:4]=1[O:3][CH3:2])[CH:7]([CH3:16])[CH2:8][CH2:9]2. (4) Given the reactants Cl[CH2:2][C:3]1[CH:8]=[CH:7][C:6]([O:9][CH3:10])=[CH:5][N:4]=1.[CH2:11]([NH2:13])[CH3:12].C1COCC1, predict the reaction product. The product is: [CH2:11]([NH:13][CH2:2][C:3]1[CH:8]=[CH:7][C:6]([O:9][CH3:10])=[CH:5][N:4]=1)[CH3:12]. (5) Given the reactants [C:1]([C:5]1[N:6]=[C:7]([NH:10][C:11]([C:13]2[CH:59]=[CH:58][N:16]3[C:17](=[O:57])[C:18](/[CH:41]=[CH:42]/[C:43]4[N:47](CC5C=CC(OC)=CC=5)[N:46]=[N:45][N:44]=4)=[C:19]([N:21]4[CH2:26][CH2:25][CH2:24][C@@H:23]([O:27][C:28]([NH:30][CH2:31][CH2:32][CH2:33][N+:34]([CH2:37][C:38]([OH:40])=[O:39])([CH3:36])[CH3:35])=[O:29])[CH2:22]4)[N:20]=[C:15]3[CH:14]=2)=[O:12])[S:8][CH:9]=1)([CH3:4])([CH3:3])[CH3:2].[F:60][C:61]([F:66])([F:65])[C:62]([OH:64])=[O:63], predict the reaction product. The product is: [F:60][C:61]([F:66])([F:65])[C:62]([OH:64])=[O:63].[C:1]([C:5]1[N:6]=[C:7]([NH:10][C:11]([C:13]2[CH:59]=[CH:58][N:16]3[C:17](=[O:57])[C:18](/[CH:41]=[CH:42]/[C:43]4[NH:47][N:46]=[N:45][N:44]=4)=[C:19]([N:21]4[CH2:26][CH2:25][CH2:24][C@@H:23]([O:27][C:28]([NH:30][CH2:31][CH2:32][CH2:33][N+:34]([CH2:37][C:38]([OH:40])=[O:39])([CH3:36])[CH3:35])=[O:29])[CH2:22]4)[N:20]=[C:15]3[CH:14]=2)=[O:12])[S:8][CH:9]=1)([CH3:4])([CH3:2])[CH3:3]. (6) Given the reactants [Cl:1][C:2]1[CH:7]=[CH:6][C:5]([OH:8])=[CH:4][C:3]=1[N+:9]([O-])=O.C(O)(=O)C, predict the reaction product. The product is: [NH2:9][C:3]1[CH:4]=[C:5]([OH:8])[CH:6]=[CH:7][C:2]=1[Cl:1].